From a dataset of Catalyst prediction with 721,799 reactions and 888 catalyst types from USPTO. Predict which catalyst facilitates the given reaction. (1) Reactant: [CH3:1][O:2][C:3]1[CH:8]=[CH:7][C:6]([C:9]2[CH:13]=[C:12]([CH:14]=O)[NH:11][N:10]=2)=[CH:5][CH:4]=1.[C:16]1([NH2:23])[CH:21]=[CH:20][CH:19]=[CH:18][C:17]=1[NH2:22]. Product: [CH3:1][O:2][C:3]1[CH:8]=[CH:7][C:6]([C:9]2[CH:13]=[C:12]([C:14]3[NH:23][C:16]4[CH:21]=[CH:20][CH:19]=[CH:18][C:17]=4[N:22]=3)[NH:11][N:10]=2)=[CH:5][CH:4]=1. The catalyst class is: 8. (2) Reactant: [Cl:1][C:2]1[CH:7]=[CH:6][C:5]([CH2:8][C:9]([OH:11])=[O:10])=[C:4]([OH:12])[CH:3]=1.F[C:14]1[CH:19]=[CH:18][C:17]([S:20]([CH3:23])(=[O:22])=[O:21])=[CH:16][C:15]=1[C:24]([F:27])([F:26])[F:25].C(=O)([O-])[O-].[Cs+].[Cs+]. Product: [Cl:1][C:2]1[CH:7]=[CH:6][C:5]([CH2:8][C:9]([OH:11])=[O:10])=[C:4]([O:12][C:14]2[CH:19]=[CH:18][C:17]([S:20]([CH3:23])(=[O:21])=[O:22])=[CH:16][C:15]=2[C:24]([F:25])([F:27])[F:26])[CH:3]=1. The catalyst class is: 37.